From a dataset of Forward reaction prediction with 1.9M reactions from USPTO patents (1976-2016). Predict the product of the given reaction. Given the reactants Cl.CN(C)CCCN=C=NCC.[F:13][C:14]1[C:22]([O:23][CH3:24])=[C:21]([F:25])[CH:20]=[C:19]2[C:15]=1[C:16]([CH2:27][C:28]([OH:30])=[O:29])=[C:17]([CH3:26])[NH:18]2.[CH3:31][Si:32]([CH3:37])([CH3:36])[CH2:33][CH2:34]O, predict the reaction product. The product is: [F:13][C:14]1[C:22]([O:23][CH3:24])=[C:21]([F:25])[CH:20]=[C:19]2[C:15]=1[C:16]([CH2:27][C:28]([O:30][CH2:34][CH2:33][Si:32]([CH3:37])([CH3:36])[CH3:31])=[O:29])=[C:17]([CH3:26])[NH:18]2.